This data is from Peptide-MHC class I binding affinity with 185,985 pairs from IEDB/IMGT. The task is: Regression. Given a peptide amino acid sequence and an MHC pseudo amino acid sequence, predict their binding affinity value. This is MHC class I binding data. The peptide sequence is GSDKQVVGQ. The MHC is HLA-B58:01 with pseudo-sequence HLA-B58:01. The binding affinity (normalized) is 0.0847.